Dataset: Forward reaction prediction with 1.9M reactions from USPTO patents (1976-2016). Task: Predict the product of the given reaction. (1) The product is: [C:33]([NH:14][C@H:13]([C:15]([OH:17])=[O:16])[CH2:12][CH2:11][CH2:10][CH2:9][NH:8][C:6]([O:5][C:1]([CH3:4])([CH3:2])[CH3:3])=[O:7])([O:32][CH2:25][C:26]1[CH:31]=[CH:30][CH:29]=[CH:28][CH:27]=1)=[O:34]. Given the reactants [C:1]([O:5][C:6]([NH:8][CH2:9][CH2:10][CH2:11][CH2:12][C@@H:13]([C:15]([OH:17])=[O:16])[NH2:14])=[O:7])([CH3:4])([CH3:3])[CH3:2].C(N(CC)CC)C.[CH2:25]([O:32][C:33](ON1C(=O)CCC1=O)=[O:34])[C:26]1[CH:31]=[CH:30][CH:29]=[CH:28][CH:27]=1.O1CCOCC1, predict the reaction product. (2) Given the reactants [CH:1]1([C:7](Cl)=[O:8])[CH2:6][CH2:5][CH2:4][CH2:3][CH2:2]1.[N:10]1([CH2:16][CH2:17][CH2:18][O:19][C:20]2[CH:25]=[CH:24][C:23]([N:26]3[CH2:31][CH2:30][NH:29][CH2:28][CH2:27]3)=[CH:22][CH:21]=2)[CH2:15][CH2:14][CH2:13][CH2:12][CH2:11]1.C(N(CC)CC)C, predict the reaction product. The product is: [CH:1]1([C:7]([N:29]2[CH2:30][CH2:31][N:26]([C:23]3[CH:22]=[CH:21][C:20]([O:19][CH2:18][CH2:17][CH2:16][N:10]4[CH2:11][CH2:12][CH2:13][CH2:14][CH2:15]4)=[CH:25][CH:24]=3)[CH2:27][CH2:28]2)=[O:8])[CH2:6][CH2:5][CH2:4][CH2:3][CH2:2]1. (3) Given the reactants C([CH:3](Br)[C:4](=O)[C:5]([O-:7])=[O:6])C.[Br:10][C:11]1[CH:12]=[CH:13][C:14]([NH2:17])=[N:15][CH:16]=1.Cl[CH2:19][CH2:20]Cl.C(O)C, predict the reaction product. The product is: [CH2:19]([O:7][C:5]([C:4]1[N:17]=[C:14]2[CH:13]=[CH:12][C:11]([Br:10])=[CH:16][N:15]2[CH:3]=1)=[O:6])[CH3:20]. (4) Given the reactants [CH:1]1([C:4]2[N:5]=[CH:6][C:7]([NH:10][C@H:11]3[CH2:15][CH2:14][CH2:13][C@@H:12]3[NH:16][C:17](=[O:29])[C:18]3[CH:23]=[CH:22][CH:21]=[CH:20][C:19]=3[N:24]3[N:28]=[CH:27][CH:26]=[N:25]3)=[N:8][CH:9]=2)C[CH2:2]1.BrC1N=CC(N[C@H]2CCC[C@@H]2NC(=O)C2C=CC=CC=2N2N=CC=N2)=NC=1.ClC1N=CC(N[C@H]2CCC[C@@H]2NC(=O)C2C=CC=CC=2N2N=CC=N2)=NC=1.C(B1OC(C)(C)C(C)(C)O1)=C, predict the reaction product. The product is: [CH2:1]([C:4]1[N:5]=[CH:6][C:7]([NH:10][C@H:11]2[CH2:15][CH2:14][CH2:13][C@@H:12]2[NH:16][C:17](=[O:29])[C:18]2[CH:23]=[CH:22][CH:21]=[CH:20][C:19]=2[N:24]2[N:25]=[CH:26][CH:27]=[N:28]2)=[N:8][CH:9]=1)[CH3:2]. (5) Given the reactants Cl.[F:2][C:3]1[CH:4]=[C:5]([C@:14]2([NH2:24])[C:19]3=[N:20][CH:21]=[CH:22][CH:23]=[C:18]3[O:17][CH2:16][CH2:15]2)[CH:6]=[CH:7][C:8]=1[O:9][C:10]([F:13])([F:12])[F:11].[C:25](O[C:25]([O:27][C:28]([CH3:31])([CH3:30])[CH3:29])=[O:26])([O:27][C:28]([CH3:31])([CH3:30])[CH3:29])=[O:26], predict the reaction product. The product is: [F:2][C:3]1[CH:4]=[C:5]([C@:14]2([NH:24][C:25](=[O:26])[O:27][C:28]([CH3:31])([CH3:30])[CH3:29])[C:19]3=[N:20][CH:21]=[CH:22][CH:23]=[C:18]3[O:17][CH2:16][CH2:15]2)[CH:6]=[CH:7][C:8]=1[O:9][C:10]([F:13])([F:11])[F:12].